From a dataset of Peptide-MHC class II binding affinity with 134,281 pairs from IEDB. Regression. Given a peptide amino acid sequence and an MHC pseudo amino acid sequence, predict their binding affinity value. This is MHC class II binding data. The peptide sequence is KTMAMVLSIVSLFPL. The binding affinity (normalized) is 0.476. The MHC is DRB1_0301 with pseudo-sequence DRB1_0301.